From a dataset of Experimentally validated miRNA-target interactions with 360,000+ pairs, plus equal number of negative samples. Binary Classification. Given a miRNA mature sequence and a target amino acid sequence, predict their likelihood of interaction. (1) The miRNA is hsa-miR-5194 with sequence UGAGGGGUUUGGAAUGGGAUGG. The protein sequence of the target gene is MSLSSGASGGKGVDANPVETYDSGDEWDIGVGNLIIDLDADLEKDQQKLEMSGSKEVGIPAPNAVATLPDNIKFVTPVPGPQGKEGKSKSKRSKSGKDTSKPTPGTSLFTPSEGAASKKEVQGRSGDGANAGGLVAAIAPKGSEKAAKASRSVAGSKKEKENSSSKSKKERSEGVGTCSEKDPGVLQPVPLGGRGGQYDGSAGVDTGAVEPLGSIAIEPGAALNPLGTKPEPEEGENECRLLKKVKSEKMESPVSTPAVLPIHLLVPVVNNDISSPCEQIMVRTRSVGVNTCDVALATEP.... Result: 1 (interaction). (2) The miRNA is mmu-miR-15a-5p with sequence UAGCAGCACAUAAUGGUUUGUG. The protein sequence of the target gene is MKTKFCTGGEAEPSPLGLLLSCGGNAAPTPGVGQQRDAAGELESKQLGGRTQPLALPPPPPPPLPLPPPPSPPLADEQPEPRTRRRAYLWCKEFLPGAWRGLREDQFHISVIRGGLSNMLFQCSLPDSIASVGDEPRKVLLRLYGAILKMRSCNKEGSEQAQNENEFQGAEAMVLESVMFAILAERSLGPKLFGIFPQGRLEQFIPSRRLDTEELRLPDISAEIAEKMATFHGMKMPFNKEPKWLFGTMEKYLNQVLRLKFSREARVQQLHKILSYNLPLELENLRSLLQYTRSPVVFCH.... Result: 1 (interaction). (3) The miRNA is cel-miR-57-5p with sequence UACCCUGUAGAUCGAGCUGUGUGU. The protein sequence of the target gene is MTKGRRFNPPSDKDGRWFPHIGLTQKTPESITSATSKEPQSPHLPRQAEGKLPPIYKVREKQAVNNQFPFSVHDNRHSLENSGCYLDSGLGRKKISPDKRQHVSRNFNLWACDYVPSCLDGFSNNQISYVYKEAMVVSSFRRFPRCYKEIWNAFTFLPERSYTEVLKKKPKVRFTVDKKVVSSLES. Result: 0 (no interaction). (4) The miRNA is hsa-miR-8089 with sequence CCUGGGGACAGGGGAUUGGGGCAG. The protein sequence of the target gene is MEHIQGAWKTISNGFGLKDAVFDGSSCISPTIVQQFGYQRRASDDGKLTDSSKTSNTIRVFLPNKQRTVVNVRNGMSLHDCLMKALKVRGLQPECCAVFRLLQEHKGKKARLDWNTDAASLIGEELQVDFLDHVPLTTHNFARKTFLKLAFCDICQKFLLNGFRCQTCGYKFHEHCSTKVPTMCVDWSNIRQLLLFPNSTVGDSGVPAPPSFPMRRMRESVSRMPASSQHRYSTPHAFTFNTSSPSSEGSLSQRQRSTSTPNVHMVSTTLHVDSRMIEDAIRSHSESASPSALSSSPNNL.... Result: 0 (no interaction). (5) The miRNA is hsa-miR-6849-3p with sequence ACCAGCCUGUGUCCACCUCCAG. The protein sequence of the target gene is MEGLLSVALQGAELEGNWKHEGQVEDLQENQESCPEPEAVACKGDPAGDSMQERDEFSRIPRTISSPAATQASVPDDSSSRRCSAPGESPKERHPDSRQRERGGGPKKPWKCGDCGKAFSYCSAFILHQRIHTGEKPFACPECGKAFSQSVHLTLHQRTHTGEKPYACHECGKAFSQGSYLASHWRTHTGEKPHRCADCGKAFTRVTHLTQHRRVHTGERPYACAQCAKAFRNRSSLIEHQRIHTGEKPYECSACAKAFRFSSALIRHQRIHTEEKPYRCGQCAKAFAQIAHLTQHRRVH.... Result: 1 (interaction).